The task is: Predict the reactants needed to synthesize the given product.. This data is from Full USPTO retrosynthesis dataset with 1.9M reactions from patents (1976-2016). (1) Given the product [Br:1][C:2]1[CH:16]=[CH:15][C:5]2[NH:6][C:7]([CH:9]3[CH2:10][CH2:11][N:12]([C:17]([O:19][C:20]([CH3:23])([CH3:22])[CH3:21])=[O:18])[CH2:13][CH2:14]3)=[N:8][C:4]=2[CH:3]=1, predict the reactants needed to synthesize it. The reactants are: [Br:1][C:2]1[CH:16]=[CH:15][C:5]2[NH:6][C:7]([CH:9]3[CH2:14][CH2:13][NH:12][CH2:11][CH2:10]3)=[N:8][C:4]=2[CH:3]=1.[C:17](O[C:17]([O:19][C:20]([CH3:23])([CH3:22])[CH3:21])=[O:18])([O:19][C:20]([CH3:23])([CH3:22])[CH3:21])=[O:18]. (2) Given the product [CH2:1]([O:3][C:4]1[CH:9]=[C:8]([O:10][CH2:11][C:12]2[CH:13]=[CH:14][C:15]([O:18][CH3:19])=[CH:16][CH:17]=2)[N:7]=[CH:6][C:5]=1[C:20]1[CH:25]=[CH:24][C:23]([CH2:26][C:27]([OH:29])=[O:28])=[C:22]([F:31])[CH:21]=1)[CH3:2], predict the reactants needed to synthesize it. The reactants are: [CH2:1]([O:3][C:4]1[CH:9]=[C:8]([O:10][CH2:11][C:12]2[CH:17]=[CH:16][C:15]([O:18][CH3:19])=[CH:14][CH:13]=2)[N:7]=[CH:6][C:5]=1[C:20]1[CH:25]=[CH:24][C:23]([CH2:26][C:27]([O:29]C)=[O:28])=[C:22]([F:31])[CH:21]=1)[CH3:2].O[Li].O.CC(=O)OCC. (3) Given the product [O:1]1[C:6]2[CH:7]=[CH:8][CH:9]=[CH:10][C:5]=2[O:4][CH2:3][C@@H:2]1[CH2:11][N:33]1[CH2:34][CH2:35][CH:31]([C:26]2[CH:27]=[CH:28][CH:29]=[CH:30][C:25]=2[O:24][CH3:23])[CH2:32]1, predict the reactants needed to synthesize it. The reactants are: [O:1]1[C:6]2[CH:7]=[CH:8][CH:9]=[CH:10][C:5]=2[O:4][CH2:3][C@@H:2]1[CH2:11]OS(C1C=CC(C)=CC=1)(=O)=O.[CH3:23][O:24][C:25]1[CH:30]=[CH:29][CH:28]=[CH:27][C:26]=1[CH:31]1[CH2:35][CH2:34][NH:33][CH2:32]1.Cl.C([O-])([O-])=O.[K+].[K+]. (4) Given the product [CH:1]1([NH:4][C:5](=[O:30])[C:6]2[CH:11]=[CH:10][C:9]([CH3:12])=[C:8]([NH:13][C:14](=[O:29])[C:15]3[CH:20]=[CH:19][C:18]([O:21][CH2:22][C:23]4[CH:28]=[CH:27][CH:26]=[CH:25][N+:24]=4[O-:39])=[CH:17][CH:16]=3)[CH:7]=2)[CH2:2][CH2:3]1, predict the reactants needed to synthesize it. The reactants are: [CH:1]1([NH:4][C:5](=[O:30])[C:6]2[CH:11]=[CH:10][C:9]([CH3:12])=[C:8]([NH:13][C:14](=[O:29])[C:15]3[CH:20]=[CH:19][C:18]([O:21][CH2:22][C:23]4[CH:28]=[CH:27][CH:26]=[CH:25][N:24]=4)=[CH:17][CH:16]=3)[CH:7]=2)[CH2:3][CH2:2]1.ClC1C=CC=C(C(OO)=[O:39])C=1. (5) Given the product [N:20]1[CH:21]=[CH:22][C:17]([C:8]2[CH:9]=[C:10]([C:13]([F:15])([F:16])[F:14])[CH:11]=[CH:12][C:7]=2[OH:6])=[CH:18][CH:19]=1, predict the reactants needed to synthesize it. The reactants are: B(Br)(Br)Br.C[O:6][C:7]1[CH:12]=[CH:11][C:10]([C:13]([F:16])([F:15])[F:14])=[CH:9][C:8]=1[C:17]1[CH:22]=[CH:21][N:20]=[CH:19][CH:18]=1.CCCCCC.CCOC(C)=O. (6) Given the product [CH3:34][S:35]([O:15][CH:12]1[CH2:11][CH2:10][CH:9]([O:8][C:7]2[C:2]([F:1])=[CH:3][C:4]([C:17]3[CH:22]=[CH:21][C:20]([S:23]([CH3:26])(=[O:25])=[O:24])=[CH:19][CH:18]=3)=[CH:5][C:6]=2[F:16])[CH2:14][CH2:13]1)(=[O:37])=[O:36], predict the reactants needed to synthesize it. The reactants are: [F:1][C:2]1[CH:3]=[C:4]([C:17]2[CH:22]=[CH:21][C:20]([S:23]([CH3:26])(=[O:25])=[O:24])=[CH:19][CH:18]=2)[CH:5]=[C:6]([F:16])[C:7]=1[O:8][CH:9]1[CH2:14][CH2:13][CH:12]([OH:15])[CH2:11][CH2:10]1.CCN(CC)CC.[CH3:34][S:35](Cl)(=[O:37])=[O:36]. (7) Given the product [F:37][CH:9]([F:8])[CH2:10][NH:11][C:12]1[N:13]=[C:14]2[CH2:36][CH2:35][N:34]([C:50](=[O:51])[CH2:49][O:48][CH3:47])[CH2:33][C:15]2=[N:16][C:17]=1[N:18]1[CH2:19][CH2:20][CH:21]([O:24][C:25]2[CH:30]=[CH:29][C:28]([F:31])=[CH:27][C:26]=2[F:32])[CH2:22][CH2:23]1.[C:2]([OH:3])([C:4]([F:7])([F:6])[F:5])=[O:1], predict the reactants needed to synthesize it. The reactants are: [OH:1][C:2]([C:4]([F:7])([F:6])[F:5])=[O:3].[F:8][CH:9]([F:37])[CH2:10][NH:11][C:12]1[N:13]=[C:14]2[CH2:36][CH2:35][NH:34][CH2:33][C:15]2=[N:16][C:17]=1[N:18]1[CH2:23][CH2:22][CH:21]([O:24][C:25]2[CH:30]=[CH:29][C:28]([F:31])=[CH:27][C:26]=2[F:32])[CH2:20][CH2:19]1.CCN(C(C)C)C(C)C.[CH3:47][O:48][CH2:49][C:50](Cl)=[O:51]. (8) Given the product [C:7]1([CH:6]([OH:13])[CH:14]=[CH2:15])[CH:12]=[CH:11][CH:10]=[CH:9][CH:8]=1, predict the reactants needed to synthesize it. The reactants are: CN(C=O)C.[CH:6](=[O:13])[C:7]1[CH:12]=[CH:11][CH:10]=[CH:9][CH:8]=1.[CH:14]([Si](OC)(OC)OC)=[CH2:15].[F-].C([N+](CCCC)(CCCC)CCCC)CCC. (9) Given the product [Cl:1][C:2]1[CH:3]=[CH:4][C:5]([C:8]2[C:17]3[C:12](=[CH:13][CH:14]=[CH:15][CH:16]=3)[N:11]=[C:10]([NH:18][CH2:39][CH2:40][N:41]3[CH2:46][CH2:45][CH:44]([C:47]4[CH:48]=[C:49]([NH:53][C:54](=[O:56])[CH3:55])[CH:50]=[CH:51][CH:52]=4)[CH2:43][CH2:42]3)[N:9]=2)=[CH:6][CH:7]=1, predict the reactants needed to synthesize it. The reactants are: [Cl:1][C:2]1[CH:7]=[CH:6][C:5]([C:8]2[C:17]3[C:12](=[CH:13][CH:14]=[CH:15][CH:16]=3)[N:11]=[C:10]([NH:18]CCCN3CCC(C4C=C(NC(=O)C)C=CC=4)CC3)[N:9]=2)=[CH:4][CH:3]=1.N[CH2:39][CH2:40][N:41]1[CH2:46][CH2:45][CH:44]([C:47]2[CH:48]=[C:49]([NH:53][C:54](=[O:56])[CH3:55])[CH:50]=[CH:51][CH:52]=2)[CH2:43][CH2:42]1.